Dataset: Full USPTO retrosynthesis dataset with 1.9M reactions from patents (1976-2016). Task: Predict the reactants needed to synthesize the given product. (1) Given the product [Br:1][C:2]1[CH:3]=[CH:4][C:5]([CH2:10][Br:11])=[C:6]([CH:9]=1)[C:7]#[N:8], predict the reactants needed to synthesize it. The reactants are: [Br:1][C:2]1[CH:3]=[CH:4][C:5]([CH3:10])=[C:6]([CH:9]=1)[C:7]#[N:8].[Br:11]N1C(=O)CCC1=O. (2) Given the product [OH:25][C:19]1([C:15]2[CH:16]=[CH:17][CH:18]=[C:13]([O:12][CH3:11])[CH:14]=2)[CH2:24][CH2:23][CH2:22][N:21]([C:8](=[O:9])[CH2:7][C:1]2[CH:6]=[CH:5][CH:4]=[CH:3][CH:2]=2)[CH2:20]1, predict the reactants needed to synthesize it. The reactants are: [C:1]1([CH2:7][C:8](Cl)=[O:9])[CH:6]=[CH:5][CH:4]=[CH:3][CH:2]=1.[CH3:11][O:12][C:13]1[CH:14]=[C:15]([C:19]2([OH:25])[CH2:24][CH2:23][CH2:22][NH:21][CH2:20]2)[CH:16]=[CH:17][CH:18]=1. (3) Given the product [CH3:1][N:2]1[C:3]2[CH:7]=[CH:6][S:5][C:4]=2[C:8](=[O:9])[N:10]=[C:11]1[C:12]1[CH:17]=[CH:16][CH:15]=[CH:14][CH:13]=1, predict the reactants needed to synthesize it. The reactants are: [CH3:1][NH:2][C:3]1[CH:7]=[CH:6][S:5][C:4]=1[C:8]([NH2:10])=[O:9].[C:11](Cl)(=O)[C:12]1[CH:17]=[CH:16][CH:15]=[CH:14][CH:13]=1. (4) Given the product [CH2:20]([CH:3]([C:4]([N:6]1[CH2:7][CH2:8][N:9]([C:12]2[CH:17]=[CH:16][C:15]([Cl:18])=[C:14]([Cl:19])[CH:13]=2)[CH2:10][CH2:11]1)=[O:5])[CH2:2][NH:1][C:32](=[O:33])[C:31]1[CH:35]=[CH:36][C:28]([Cl:27])=[CH:29][CH:30]=1)[C:21]1[CH:26]=[CH:25][CH:24]=[CH:23][CH:22]=1, predict the reactants needed to synthesize it. The reactants are: [NH2:1][CH2:2][CH:3]([CH2:20][C:21]1[CH:26]=[CH:25][CH:24]=[CH:23][CH:22]=1)[C:4]([N:6]1[CH2:11][CH2:10][N:9]([C:12]2[CH:17]=[CH:16][C:15]([Cl:18])=[C:14]([Cl:19])[CH:13]=2)[CH2:8][CH2:7]1)=[O:5].[Cl:27][C:28]1[CH:36]=[CH:35][C:31]([C:32](Cl)=[O:33])=[CH:30][CH:29]=1. (5) Given the product [C:10]([C:14]1[CH:15]=[C:16]2[C:21](=[CH:22][CH:23]=1)[C:20](=[O:24])[N:19]([C:25]1[C:26]([CH2:27][OH:28])=[C:32]([C:2]3[S:3][CH:4]=[C:5]([C:7]([NH2:9])=[O:8])[N:6]=3)[CH:33]=[CH:34][CH:35]=1)[N:18]=[CH:17]2)([CH3:13])([CH3:11])[CH3:12], predict the reactants needed to synthesize it. The reactants are: Br[C:2]1[S:3][CH:4]=[C:5]([C:7]([NH2:9])=[O:8])[N:6]=1.[C:10]([C:14]1[CH:15]=[C:16]2[C:21](=[CH:22][CH:23]=1)[C:20](=[O:24])[N:19]([C:25]1[CH:35]=[CH:34][CH:33]=[C:32](B3OC(C)(C)C(C)(C)O3)[C:26]=1[CH2:27][O:28]C(=O)C)[N:18]=[CH:17]2)([CH3:13])([CH3:12])[CH3:11]. (6) Given the product [CH2:17]([O:16][C:13]1[CH:14]=[CH:15][C:8]2[C:7]([C:3]3[CH:2]=[N:1][CH:6]=[CH:5][CH:4]=3)=[CH:11][S:10][C:9]=2[CH:12]=1)[CH2:18][CH2:19][CH2:20][CH2:21][CH3:22], predict the reactants needed to synthesize it. The reactants are: [N:1]1[CH:6]=[CH:5][CH:4]=[C:3]([C:7]2[C:8]3[CH:15]=[CH:14][C:13]([OH:16])=[CH:12][C:9]=3[S:10][CH:11]=2)[CH:2]=1.[CH2:17](I)[CH2:18][CH2:19][CH2:20][CH2:21][CH3:22].C(=O)([O-])[O-].[K+].[K+]. (7) Given the product [CH3:3][O:4][C:5]1[CH:6]=[C:7]2[C:8](=[CH:9][CH:10]=1)[NH:11][CH:12]=[C:13]2[CH2:14][OH:15], predict the reactants needed to synthesize it. The reactants are: [BH4-].[Na+].[CH3:3][O:4][C:5]1[CH:10]=[CH:9][C:8]2[NH:11][CH:12]=[C:13]([CH:14]=[O:15])[C:7]=2[CH:6]=1.